This data is from NCI-60 drug combinations with 297,098 pairs across 59 cell lines. The task is: Regression. Given two drug SMILES strings and cell line genomic features, predict the synergy score measuring deviation from expected non-interaction effect. Drug 1: CC1=C(N=C(N=C1N)C(CC(=O)N)NCC(C(=O)N)N)C(=O)NC(C(C2=CN=CN2)OC3C(C(C(C(O3)CO)O)O)OC4C(C(C(C(O4)CO)O)OC(=O)N)O)C(=O)NC(C)C(C(C)C(=O)NC(C(C)O)C(=O)NCCC5=NC(=CS5)C6=NC(=CS6)C(=O)NCCC[S+](C)C)O. Drug 2: CC(C)CN1C=NC2=C1C3=CC=CC=C3N=C2N. Cell line: KM12. Synergy scores: CSS=35.7, Synergy_ZIP=-12.0, Synergy_Bliss=-6.76, Synergy_Loewe=-6.20, Synergy_HSA=-4.44.